From a dataset of Peptide-MHC class I binding affinity with 185,985 pairs from IEDB/IMGT. Regression. Given a peptide amino acid sequence and an MHC pseudo amino acid sequence, predict their binding affinity value. This is MHC class I binding data. The binding affinity (normalized) is 0.0847. The MHC is HLA-B35:01 with pseudo-sequence HLA-B35:01. The peptide sequence is GMAEDLQSL.